From a dataset of Full USPTO retrosynthesis dataset with 1.9M reactions from patents (1976-2016). Predict the reactants needed to synthesize the given product. (1) Given the product [Cl:29][C:24]1[CH:23]=[C:22]([C:16]2([C:18]([F:20])([F:19])[F:21])[O:15][N:14]([CH3:30])[CH:13]([C:10]3[CH:11]=[CH:12][C:7]([C:6]([OH:32])=[O:5])=[C:8]([CH3:31])[CH:9]=3)[CH2:17]2)[CH:27]=[C:26]([Cl:28])[CH:25]=1, predict the reactants needed to synthesize it. The reactants are: C([O:5][C:6](=[O:32])[C:7]1[CH:12]=[CH:11][C:10]([CH:13]2[CH2:17][C:16]([C:22]3[CH:27]=[C:26]([Cl:28])[CH:25]=[C:24]([Cl:29])[CH:23]=3)([C:18]([F:21])([F:20])[F:19])[O:15][N:14]2[CH3:30])=[CH:9][C:8]=1[CH3:31])(C)(C)C.FC(F)(F)C(O)=O. (2) Given the product [CH3:1][C:2]1[CH:7]=[CH:6][CH:5]=[C:4]([CH3:8])[C:3]=1[NH:9][C:10](=[O:42])[CH2:11][N:12]1[CH2:17][CH2:16][N:15]([CH2:18][CH:19]([OH:41])[CH2:20][O:21][C:22]2[CH:23]=[CH:24][C:25]3[O:29][C:28]([C:30]4[CH:31]=[CH:32][CH:33]=[CH:34][CH:35]=4)=[N:27][C:26]=3[CH:40]=2)[CH2:14][CH2:13]1, predict the reactants needed to synthesize it. The reactants are: [CH3:1][C:2]1[CH:7]=[CH:6][CH:5]=[C:4]([CH3:8])[C:3]=1[NH:9][C:10](=[O:42])[CH2:11][N:12]1[CH2:17][CH2:16][N:15]([CH2:18][CH:19]([OH:41])[CH2:20][O:21][C:22]2[CH:23]=[CH:24][C:25]3[O:29][C:28]([C:30]4[CH:35]=[CH:34][CH:33]=[C:32](C(F)(F)F)[CH:31]=4)=[N:27][C:26]=3[CH:40]=2)[CH2:14][CH2:13]1.O1CC1COC1C=CC2OC(C3C=CC=CC=3)=NC=2C=1. (3) Given the product [F:28][C:27]([F:30])([F:29])[C:31]([OH:33])=[O:32].[Cl:25][C:15]1[C:14]2[C:19](=[CH:20][C:11]([C:9]([NH:8][CH2:7][C:6]([OH:26])=[O:5])=[O:10])=[CH:12][CH:13]=2)[C:18]([NH:21][C:22]([NH2:24])=[NH:23])=[N:17][CH:16]=1, predict the reactants needed to synthesize it. The reactants are: C([O:5][C:6](=[O:26])[CH2:7][NH:8][C:9]([C:11]1[CH:20]=[C:19]2[C:14]([C:15]([Cl:25])=[CH:16][N:17]=[C:18]2[NH:21][C:22]([NH2:24])=[NH:23])=[CH:13][CH:12]=1)=[O:10])(C)(C)C.[C:27]([C:31]([OH:33])=[O:32])([F:30])([F:29])[F:28]. (4) Given the product [OH:16][C:17]1[CH:22]=[CH:21][C:20]([C:2]2[S:6][C:5]([C:7]3[CH:15]=[CH:14][C:10]([C:11]([OH:13])=[O:12])=[CH:9][CH:8]=3)=[CH:4][CH:3]=2)=[CH:19][CH:18]=1, predict the reactants needed to synthesize it. The reactants are: Br[C:2]1[S:6][C:5]([C:7]2[CH:15]=[CH:14][C:10]([C:11]([OH:13])=[O:12])=[CH:9][CH:8]=2)=[CH:4][CH:3]=1.[OH:16][C:17]1[CH:22]=[CH:21][C:20](B(O)O)=[CH:19][CH:18]=1.Cl. (5) Given the product [CH:22]1([CH2:21][NH:20][C:18]2[C:19]3[C:11]([C:9](=[O:10])[C:4]4[C:5]([F:8])=[CH:6][CH:7]=[C:2]([NH:1][S:28](=[O:30])(=[O:29])[N:27]([CH3:32])[CH3:26])[C:3]=4[F:25])=[CH:12][NH:13][C:14]=3[N:15]=[CH:16][N:17]=2)[CH2:23][CH2:24]1, predict the reactants needed to synthesize it. The reactants are: [NH2:1][C:2]1[C:3]([F:25])=[C:4]([C:9]([C:11]2[C:19]3[C:18]([NH:20][CH2:21][CH:22]4[CH2:24][CH2:23]4)=[N:17][CH:16]=[N:15][C:14]=3[NH:13][CH:12]=2)=[O:10])[C:5]([F:8])=[CH:6][CH:7]=1.[CH3:26][N:27]([CH3:32])[S:28](Cl)(=[O:30])=[O:29]. (6) Given the product [CH3:26][CH:25]([CH3:27])[CH2:24][CH2:23][CH2:22][CH2:21][C:1]1([C:6]([O:8][CH3:9])=[O:7])[CH2:5][CH2:4][CH2:3][CH2:2]1, predict the reactants needed to synthesize it. The reactants are: [CH:1]1([C:6]([O:8][CH3:9])=[O:7])[CH2:5][CH2:4][CH2:3][CH2:2]1.[Li+].C[Si]([N-][Si](C)(C)C)(C)C.Br[CH2:21][CH2:22][CH2:23][CH2:24][CH:25]([CH3:27])[CH3:26].O. (7) Given the product [CH3:1][O:2][C:3](=[O:11])[C@@H:4]([NH:10][S:26]([C:23]1[CH:24]=[CH:25][C:20]([CH3:19])=[CH:21][CH:22]=1)(=[O:28])=[O:27])[C@H:5]([OH:9])[CH:6]([CH3:8])[CH3:7], predict the reactants needed to synthesize it. The reactants are: [CH3:1][O:2][C:3](=[O:11])[C@@H:4]([NH2:10])[C@H:5]([OH:9])[CH:6]([CH3:8])[CH3:7].C(N(CC)CC)C.[CH3:19][C:20]1[CH:25]=[CH:24][C:23]([S:26](Cl)(=[O:28])=[O:27])=[CH:22][CH:21]=1. (8) Given the product [F:8][C:9]1[CH:10]=[C:11]([NH:21][C:22]2[N:27]=[C:26]3[NH:28][N:29]=[CH:30][C:25]3=[C:24]([C:37]3[CH:38]=[C:39]([NH:43][C:44](=[O:47])[CH:45]=[CH2:46])[CH:40]=[CH:41][CH:42]=3)[N:23]=2)[CH:12]=[CH:13][C:14]=1[N:15]1[CH2:16][CH2:17][O:18][CH2:19][CH2:20]1, predict the reactants needed to synthesize it. The reactants are: FC(F)(F)C(O)=O.[F:8][C:9]1[CH:10]=[C:11]([NH:21][C:22]2[N:27]=[C:26]3[N:28](C4CCCCO4)[N:29]=[CH:30][C:25]3=[C:24]([C:37]3[CH:38]=[C:39]([NH:43][C:44](=[O:47])[CH:45]=[CH2:46])[CH:40]=[CH:41][CH:42]=3)[N:23]=2)[CH:12]=[CH:13][C:14]=1[N:15]1[CH2:20][CH2:19][O:18][CH2:17][CH2:16]1. (9) Given the product [Br:14][C:10]1[C:9]([F:15])=[CH:8][CH:7]=[C:6]2[C:11]=1[CH2:12][CH2:13][N:4]1[C:1](=[O:3])[CH2:2][NH:24][C:17](=[O:19])[CH:16]=[C:5]12, predict the reactants needed to synthesize it. The reactants are: [C:1]([N:4]1[CH2:13][CH2:12][C:11]2[C:6](=[CH:7][CH:8]=[C:9]([F:15])[C:10]=2[Br:14])[CH:5]1[CH2:16][C:17]([O:19]C)=O)(=[O:3])[CH3:2].C([N:24]1C=CC2C(=CC=C(F)C=2Br)C1CC(OC)=O)(=O)C.C([SiH](CC)CC)C.FC(F)(F)C(O)=O.